Dataset: Forward reaction prediction with 1.9M reactions from USPTO patents (1976-2016). Task: Predict the product of the given reaction. (1) Given the reactants [OH:1][CH:2]1[CH2:7][CH2:6][CH:5]([NH:8][C:9]2[CH:10]=[C:11]([C:17]3[CH:22]=[CH:21][CH:20]=[C:19]([S:23]([CH3:26])(=[O:25])=[O:24])[CH:18]=3)[CH:12]=[CH:13][C:14]=2[C:15]#[N:16])[CH2:4][CH2:3]1.[OH-:27].[K+].OO, predict the reaction product. The product is: [OH:1][CH:2]1[CH2:7][CH2:6][CH:5]([NH:8][C:9]2[CH:10]=[C:11]([C:17]3[CH:22]=[CH:21][CH:20]=[C:19]([S:23]([CH3:26])(=[O:25])=[O:24])[CH:18]=3)[CH:12]=[CH:13][C:14]=2[C:15]([NH2:16])=[O:27])[CH2:4][CH2:3]1. (2) Given the reactants CCCCCC.[CH3:7][C:8]1([CH3:17])[O:12][C@H:11]([C:13](OC)=[O:14])[CH2:10][O:9]1.[H-].C([Al+]CC(C)C)C(C)C.[Cl-].[NH4+], predict the reaction product. The product is: [CH3:7][C:8]1([CH3:17])[O:12][C@H:11]([CH:13]=[O:14])[CH2:10][O:9]1. (3) Given the reactants [CH2:1]([O:8][C:9]1[CH:38]=[CH:37][C:12]([O:13][C:14]2[CH:22]=[CH:21][C:17]([C:18](Cl)=[O:19])=[CH:16][C:15]=2[NH:23][C:24]2[C:25]3[CH:33]=[CH:32][C:31]([CH:34]([CH3:36])[CH3:35])=[N:30][C:26]=3[N:27]=[CH:28][N:29]=2)=[CH:11][CH:10]=1)[C:2]1[CH:7]=[CH:6][CH:5]=[CH:4][CH:3]=1.[CH3:39][O:40][C:41]1[CH:42]=[C:43]([NH2:47])[CH:44]=[CH:45][CH:46]=1, predict the reaction product. The product is: [CH2:1]([O:8][C:9]1[CH:38]=[CH:37][C:12]([O:13][C:14]2[CH:22]=[CH:21][C:17]([C:18]([NH:47][C:43]3[CH:44]=[CH:45][CH:46]=[C:41]([O:40][CH3:39])[CH:42]=3)=[O:19])=[CH:16][C:15]=2[NH:23][C:24]2[C:25]3[CH:33]=[CH:32][C:31]([CH:34]([CH3:36])[CH3:35])=[N:30][C:26]=3[N:27]=[CH:28][N:29]=2)=[CH:11][CH:10]=1)[C:2]1[CH:7]=[CH:6][CH:5]=[CH:4][CH:3]=1. (4) Given the reactants C(O[C:4]([C:6]1[CH:11]=[C:10]([C:12]#[N:13])[CH:9]=[C:8]([CH3:14])[N:7]=1)=[O:5])C.[F:15][C:16]1[CH:17]=[C:18]([CH:20]=[CH:21][CH:22]=1)[NH2:19], predict the reaction product. The product is: [F:15][C:16]1[CH:17]=[C:18]([NH:19][C:4]([C:6]2[CH:11]=[C:10]([C:12]#[N:13])[CH:9]=[C:8]([CH3:14])[N:7]=2)=[O:5])[CH:20]=[CH:21][CH:22]=1.